Dataset: Catalyst prediction with 721,799 reactions and 888 catalyst types from USPTO. Task: Predict which catalyst facilitates the given reaction. (1) Reactant: [CH3:1][S:2]([C:5]1[CH:10]=[CH:9][C:8]([NH2:11])=[CH:7][CH:6]=1)(=[O:4])=[O:3].C[Al](C)C.[C:16](#[N:26])[C:17]1[CH:25]=[CH:24][C:23]2[O:22][CH2:21][O:20][C:19]=2[CH:18]=1. Product: [CH2:21]1[O:22][C:23]2[CH:24]=[CH:25][C:17]([C:16](=[NH:26])[NH:11][C:8]3[CH:9]=[CH:10][C:5]([S:2]([CH3:1])(=[O:3])=[O:4])=[CH:6][CH:7]=3)=[CH:18][C:19]=2[O:20]1. The catalyst class is: 648. (2) Reactant: Cl[C:2]1[CH:7]=[N:6][CH:5]=[CH:4][N:3]=1.[OH:8][CH2:9][C:10]1[CH:15]=[CH:14][C:13](B(O)O)=[CH:12][CH:11]=1.P([O-])([O-])([O-])=O.[K+].[K+].[K+].O. Product: [N:3]1[CH:4]=[CH:5][N:6]=[CH:7][C:2]=1[C:13]1[CH:14]=[CH:15][C:10]([CH2:9][OH:8])=[CH:11][CH:12]=1. The catalyst class is: 77. (3) Reactant: [O:1]=[C:2]1[CH2:7][CH2:6][N:5]([C:8]([O:10][C:11]([CH3:14])([CH3:13])[CH3:12])=[O:9])[CH2:4][CH2:3]1.[C-:15]#[N:16].[Na+].C([O-])(O)=O.[Na+]. Product: [C:15]([C:2]1([OH:1])[CH2:3][CH2:4][N:5]([C:8]([O:10][C:11]([CH3:14])([CH3:13])[CH3:12])=[O:9])[CH2:6][CH2:7]1)#[N:16]. The catalyst class is: 280. (4) Reactant: [OH:1][C:2]([C@H:9]1[CH2:14][CH2:13][C@H:12]([NH:15][S:16]([CH3:19])(=[O:18])=[O:17])[CH2:11][CH2:10]1)([C:4]1[S:5][CH:6]=[CH:7][N:8]=1)[CH3:3].[Br:20]N1C(=O)CCC1=O. Product: [Br:20][C:6]1[S:5][C:4]([C:2]([C@H:9]2[CH2:10][CH2:11][C@H:12]([NH:15][S:16]([CH3:19])(=[O:18])=[O:17])[CH2:13][CH2:14]2)([OH:1])[CH3:3])=[N:8][CH:7]=1. The catalyst class is: 384. (5) Reactant: [NH2:1][C:2]1[CH:7]=[CH:6][C:5]([N:8]2[C:14](=[O:15])[CH2:13][C:12](=[O:16])[NH:11][C:10]3[C:17]4[CH2:18][CH2:19][CH2:20][CH2:21][C:22]=4[CH:23]=[CH:24][C:9]2=3)=[CH:4][CH:3]=1.[C:25](Cl)(=[O:29])[CH:26]([CH3:28])[CH3:27].Cl. Product: [CH:26]([C:25]([NH:1][C:2]1[CH:3]=[CH:4][C:5]([N:8]2[C:14](=[O:15])[CH2:13][C:12](=[O:16])[NH:11][C:10]3[C:17]4[CH2:18][CH2:19][CH2:20][CH2:21][C:22]=4[CH:23]=[CH:24][C:9]2=3)=[CH:6][CH:7]=1)=[O:29])([CH3:28])[CH3:27]. The catalyst class is: 17. (6) Reactant: [Li+].C[Si]([N-][Si](C)(C)C)(C)C.[Br:11][C:12]1[CH:13]=[CH:14][C:15]([F:26])=[C:16]([CH:18]([O:21][Si](C)(C)C)C#N)[CH:17]=1.[CH3:27][O:28][CH:29]1[CH2:34][CH2:33][C:32](=[O:35])[CH2:31][CH2:30]1.Cl. Product: [Br:11][C:12]1[CH:13]=[CH:14][C:15]([F:26])=[C:16]([C:18]([C:32]2([OH:35])[CH2:33][CH2:34][CH:29]([O:28][CH3:27])[CH2:30][CH2:31]2)=[O:21])[CH:17]=1. The catalyst class is: 783.